Dataset: Full USPTO retrosynthesis dataset with 1.9M reactions from patents (1976-2016). Task: Predict the reactants needed to synthesize the given product. The reactants are: [CH:1]1([C:4]2[CH:5]=[C:6](I)[C:7]([O:12][CH2:13][CH3:14])=[C:8]([CH:11]=2)[CH:9]=[O:10])[CH2:3][CH2:2]1.[C:16]1(B(O)O)[CH:21]=[CH:20][CH:19]=[CH:18][CH:17]=1. Given the product [CH:1]1([C:4]2[CH:11]=[C:8]([CH:9]=[O:10])[C:7]([O:12][CH2:13][CH3:14])=[C:6]([C:16]3[CH:21]=[CH:20][CH:19]=[CH:18][CH:17]=3)[CH:5]=2)[CH2:3][CH2:2]1, predict the reactants needed to synthesize it.